Task: Predict the product of the given reaction.. Dataset: Forward reaction prediction with 1.9M reactions from USPTO patents (1976-2016) (1) Given the reactants C(OC([NH:8][C@@H:9]([C@H:18]([C:20]1[CH:25]=[CH:24][C:23]([C:26]2[CH:27]=[N:28][C:29]([O:32]C)=[CH:30][CH:31]=2)=[CH:22][CH:21]=1)[CH3:19])[C:10]([N:12]1[CH2:16][CH2:15][C@H:14]([F:17])[CH2:13]1)=[O:11])=O)(C)(C)C.[ClH:34], predict the reaction product. The product is: [ClH:34].[NH2:8][C@@H:9]([C@H:18]([C:20]1[CH:25]=[CH:24][C:23]([C:26]2[CH:31]=[CH:30][C:29](=[O:32])[NH:28][CH:27]=2)=[CH:22][CH:21]=1)[CH3:19])[C:10]([N:12]1[CH2:16][CH2:15][C@H:14]([F:17])[CH2:13]1)=[O:11]. (2) Given the reactants [F:1][C:2]([F:29])([F:28])[C:3]1[CH:4]=[C:5]([CH:21]=[C:22]([C:24]([F:27])([F:26])[F:25])[CH:23]=1)[CH2:6][N:7]1[CH2:14][CH2:13][CH2:12][O:11][C:10]2[N:15]=[CH:16][CH:17]=[C:18](I)[C:9]=2[C:8]1=[O:20].[F:30][C:31]1[CH:36]=[CH:35][C:34](B(O)O)=[CH:33][CH:32]=1, predict the reaction product. The product is: [F:1][C:2]([F:29])([F:28])[C:3]1[CH:4]=[C:5]([CH:21]=[C:22]([C:24]([F:27])([F:26])[F:25])[CH:23]=1)[CH2:6][N:7]1[CH2:14][CH2:13][CH2:12][O:11][C:10]2[N:15]=[CH:16][CH:17]=[C:18]([C:34]3[CH:35]=[CH:36][C:31]([F:30])=[CH:32][CH:33]=3)[C:9]=2[C:8]1=[O:20].